Dataset: Catalyst prediction with 721,799 reactions and 888 catalyst types from USPTO. Task: Predict which catalyst facilitates the given reaction. (1) Reactant: C[O:2][C:3]1[CH:4]=[C:5]2[C:10](=[CH:11][C:12]=1[O:13][CH3:14])[N:9]=[CH:8][NH:7][C:6]2=[O:15].CS(O)(=O)=O.[OH-].[Na+]. Product: [OH:2][C:3]1[CH:4]=[C:5]2[C:10](=[CH:11][C:12]=1[O:13][CH3:14])[N:9]=[CH:8][NH:7][C:6]2=[O:15]. The catalyst class is: 6. (2) Reactant: [Cl:1][C:2]1[CH:7]=[C:6]([Cl:8])[CH:5]=[C:4]([Cl:9])[C:3]=1[N:10]1[C:14]2=[N:15][C:16]([CH2:20][C:21]3[CH:26]=[CH:25][CH:24]=[C:23]([OH:27])[CH:22]=3)=[N:17][C:18](=[O:19])[C:13]2=[C:12]([CH:28]([CH3:30])[CH3:29])[NH:11]1.[CH2:31]=O.[CH3:33][NH:34][CH3:35].O. Product: [Cl:1][C:2]1[CH:7]=[C:6]([Cl:8])[CH:5]=[C:4]([Cl:9])[C:3]=1[N:10]1[C:14]2=[N:15][C:16]([CH2:20][C:21]3[CH:26]=[CH:25][C:24]([CH2:33][N:34]([CH3:31])[CH3:35])=[C:23]([OH:27])[CH:22]=3)=[N:17][C:18](=[O:19])[C:13]2=[C:12]([CH:28]([CH3:30])[CH3:29])[NH:11]1. The catalyst class is: 52.